This data is from Peptide-MHC class I binding affinity with 185,985 pairs from IEDB/IMGT. The task is: Regression. Given a peptide amino acid sequence and an MHC pseudo amino acid sequence, predict their binding affinity value. This is MHC class I binding data. (1) The peptide sequence is MLQGRGPLR. The MHC is HLA-A31:01 with pseudo-sequence HLA-A31:01. The binding affinity (normalized) is 0.710. (2) The peptide sequence is PLRNDGNRF. The MHC is HLA-A24:03 with pseudo-sequence HLA-A24:03. The binding affinity (normalized) is 0.0847. (3) The peptide sequence is FVKKFGLCNY. The MHC is HLA-A11:01 with pseudo-sequence HLA-A11:01. The binding affinity (normalized) is 0.111.